From a dataset of Catalyst prediction with 721,799 reactions and 888 catalyst types from USPTO. Predict which catalyst facilitates the given reaction. (1) Reactant: [OH:1][C:2]([C:4]([F:7])([F:6])[F:5])=[O:3].[F:8][C:9]1[CH:36]=[C:35]([F:37])[CH:34]=[CH:33][C:10]=1[O:11][CH:12]1[CH2:17][CH2:16][N:15]([C:18]2[N:19]=[C:20]3[CH2:31][CH2:30][NH:29][CH:28]([CH3:32])[C:21]3=[N:22][C:23]=2[NH:24][CH:25]([CH3:27])[CH3:26])[CH2:14][CH2:13]1.FC(F)C(OC(=O)C(F)F)=O.CCN(C(C)C)C(C)C. Product: [F:8][C:9]1[CH:36]=[C:35]([F:37])[CH:34]=[CH:33][C:10]=1[O:11][CH:12]1[CH2:13][CH2:14][N:15]([C:18]2[N:19]=[C:20]3[CH2:31][CH2:30][N:29]([C:2](=[O:1])[CH:4]([F:7])[F:5])[CH:28]([CH3:32])[C:21]3=[N:22][C:23]=2[NH:24][CH:25]([CH3:27])[CH3:26])[CH2:16][CH2:17]1.[C:2]([OH:3])([C:4]([F:7])([F:6])[F:5])=[O:1]. The catalyst class is: 2. (2) Reactant: C([S:4][CH2:5][CH2:6][C@@H:7]([CH2:13][CH2:14][CH3:15])[C:8]([O:10][CH2:11][CH3:12])=[O:9])(=O)C.[OH-].[Li+]. Product: [SH:4][CH2:5][CH2:6][C@@H:7]([CH2:13][CH2:14][CH3:15])[C:8]([O:10][CH2:11][CH3:12])=[O:9]. The catalyst class is: 8.